This data is from Reaction yield outcomes from USPTO patents with 853,638 reactions. The task is: Predict the reaction yield, written as a fraction of the theoretical maximum amount of product (1.0 means a 100% yield; for example, 0.34 means a 34% yield). (1) The reactants are [C:1]([O:5][C:6]([C@H:8]1[CH2:12][CH2:11][CH2:10][N:9]1[C:13](=[O:16])[CH:14]=[CH2:15])=[O:7])([CH3:4])([CH3:3])[CH3:2].[F:17][C:18]([F:28])([F:27])[C:19]1[CH:26]=[CH:25][C:22]([CH2:23][NH2:24])=[CH:21][CH:20]=1. The catalyst is C(#N)C. The product is [C:1]([O:5][C:6]([C@H:8]1[CH2:12][CH2:11][CH2:10][N:9]1[C:13](=[O:16])[CH2:14][CH2:15][N:24]([CH2:15][CH2:14][C:13]([N:9]1[CH2:10][CH2:11][CH2:12][C@@H:8]1[C:6]([O:5][C:1]([CH3:2])([CH3:4])[CH3:3])=[O:7])=[O:16])[CH2:23][C:22]1[CH:25]=[CH:26][C:19]([C:18]([F:27])([F:28])[F:17])=[CH:20][CH:21]=1)=[O:7])([CH3:4])([CH3:3])[CH3:2]. The yield is 0.310. (2) The reactants are C([O:3][C:4]([C:6]1[N:7]=[C:8]([C:25]2[CH:30]=[CH:29][C:28]([Cl:31])=[CH:27][CH:26]=2)[N:9]([C:18]2[CH:23]=[CH:22][CH:21]=[CH:20][C:19]=2[F:24])[C:10]=1[CH2:11][NH:12][CH:13]1[CH2:17][CH2:16][CH2:15][CH2:14]1)=[O:5])C.[OH-].[K+].C1COCC1. No catalyst specified. The product is [Cl:31][C:28]1[CH:27]=[CH:26][C:25]([C:8]2[N:9]([C:18]3[CH:23]=[CH:22][CH:21]=[CH:20][C:19]=3[F:24])[C:10]([CH2:11][NH:12][CH:13]3[CH2:14][CH2:15][CH2:16][CH2:17]3)=[C:6]([C:4]([OH:5])=[O:3])[N:7]=2)=[CH:30][CH:29]=1. The yield is 0.970. (3) The reactants are [H-].[Al+3].[Li+].[H-].[H-].[H-].[O:7]1[C:11]2([CH2:15][CH2:14][CH2:13][CH:12]2[C:16](OC)=[O:17])[O:10][CH2:9][CH2:8]1.O.[OH-].[Na+]. The catalyst is C(OCC)C. The product is [O:7]1[C:11]2([CH2:15][CH2:14][CH2:13][CH:12]2[CH2:16][OH:17])[O:10][CH2:9][CH2:8]1. The yield is 0.724. (4) The reactants are C(=O)(O)[O-].[Na+].[Br:6]Br.[NH2:8][C:9]1[N:10]=[N:11][C:12]([Cl:15])=[CH:13][CH:14]=1. The catalyst is CO. The product is [Br:6][C:14]1[CH:13]=[C:12]([Cl:15])[N:11]=[N:10][C:9]=1[NH2:8]. The yield is 0.530. (5) The reactants are [C:1]([Si:5]([CH3:14])([CH3:13])[O:6][C:7]([CH:9]=[C:10]([CH3:12])[CH3:11])=[CH2:8])([CH3:4])([CH3:3])[CH3:2].[N+:15]([C:18]1[CH:25]=[N:24][CH:23]=[CH:22][C:19]=1[CH:20]=[O:21])([O-:17])=[O:16].CC(C)(C)/C(/O)=C/C(C(C(C(F)(F)F)(F)F)(F)F)=O.CC(C)(C)/C(/O)=C/C(C(C(C(F)(F)F)(F)F)(F)F)=O.CC(C)(C)/C(/O)=C/C(C(C(C(F)(F)F)(F)F)(F)F)=O.[Eu]. The catalyst is C(Cl)(Cl)Cl. The product is [Si:5]([O:6][C:7]1[CH2:8][CH:20]([C:19]2[CH:22]=[CH:23][N:24]=[CH:25][C:18]=2[N+:15]([O-:17])=[O:16])[O:21][C:10]([CH3:12])([CH3:11])[CH:9]=1)([C:1]([CH3:3])([CH3:4])[CH3:2])([CH3:13])[CH3:14]. The yield is 0.700. (6) The reactants are [Cl-].O[NH3+:3].[C:4](=[O:7])([O-])[OH:5].[Na+].CS(C)=O.[CH2:13]([O:15][C:16]1[CH:21]=[CH:20][C:19]([N:22]2[C:27](=[O:28])[C:26]([CH2:29][C:30]3[CH:35]=[CH:34][C:33]([C:36]4[C:37]([C:42]#[N:43])=[CH:38][CH:39]=[CH:40][CH:41]=4)=[CH:32][CH:31]=3)=[C:25]([CH2:44][CH2:45][CH3:46])[N:24]=[C:23]2[CH3:47])=[CH:18][CH:17]=1)[CH3:14]. The catalyst is O.C(OCC)(=O)C. The product is [CH2:13]([O:15][C:16]1[CH:21]=[CH:20][C:19]([N:22]2[C:27](=[O:28])[C:26]([CH2:29][C:30]3[CH:35]=[CH:34][C:33]([C:36]4[CH:41]=[CH:40][CH:39]=[CH:38][C:37]=4[C:42]4[NH:3][C:4](=[O:7])[O:5][N:43]=4)=[CH:32][CH:31]=3)=[C:25]([CH2:44][CH2:45][CH3:46])[N:24]=[C:23]2[CH3:47])=[CH:18][CH:17]=1)[CH3:14]. The yield is 0.700. (7) The product is [CH2:2]([N:4]([CH2:8][CH3:9])[CH2:5][CH2:6][S:7][C:33]1[CH:34]=[CH:35][CH:36]=[CH:37][C:32]=1[S:29]([NH:28][C:19]1[CH:20]=[CH:21][C:22]2[CH2:23][CH2:24][CH2:25][CH2:26][C:27]=2[C:18]=1[C:16]([OH:17])=[O:15])(=[O:30])=[O:31])[CH3:3]. The yield is 0.787. The catalyst is CN(C=O)C. The reactants are Cl.[CH2:2]([N:4]([CH2:8][CH3:9])[CH2:5][CH2:6][SH:7])[CH3:3].[H-].[Na+].[H][H].C[O:15][C:16]([C:18]1[C:27]2[CH2:26][CH2:25][CH2:24][CH2:23][C:22]=2[CH:21]=[CH:20][C:19]=1[NH:28][S:29]([C:32]1[CH:37]=[CH:36][CH:35]=[CH:34][C:33]=1F)(=[O:31])=[O:30])=[O:17].